Dataset: Peptide-MHC class I binding affinity with 185,985 pairs from IEDB/IMGT. Task: Regression. Given a peptide amino acid sequence and an MHC pseudo amino acid sequence, predict their binding affinity value. This is MHC class I binding data. (1) The binding affinity (normalized) is 0.203. The MHC is HLA-B15:03 with pseudo-sequence HLA-B15:03. The peptide sequence is TVYYGVPVWK. (2) The peptide sequence is VDLLKNYMQL. The MHC is Mamu-A11 with pseudo-sequence Mamu-A11. The binding affinity (normalized) is 0.183. (3) The peptide sequence is RLFTKVKPL. The MHC is HLA-A02:02 with pseudo-sequence HLA-A02:02. The binding affinity (normalized) is 0.790. (4) The peptide sequence is KEGCQKIL. The MHC is Mamu-B01 with pseudo-sequence Mamu-B01. The binding affinity (normalized) is 0. (5) The peptide sequence is DDIDEEDDDLV. The MHC is Mamu-B01 with pseudo-sequence Mamu-B01. The binding affinity (normalized) is 0. (6) The peptide sequence is AHYEEDVNL. The MHC is HLA-B35:01 with pseudo-sequence HLA-B35:01. The binding affinity (normalized) is 0.0847. (7) The binding affinity (normalized) is 0.552. The peptide sequence is LSYSGSGPL. The MHC is H-2-Kb with pseudo-sequence H-2-Kb.